From a dataset of Reaction yield outcomes from USPTO patents with 853,638 reactions. Predict the reaction yield, written as a fraction of the theoretical maximum amount of product (1.0 means a 100% yield; for example, 0.34 means a 34% yield). (1) The reactants are [N+](=[CH2:3])=[N-].[O:4]1[CH2:9][CH2:8][CH2:7][CH2:6][CH:5]1[N:10]1[C:18]2[C:13](=[CH:14][C:15]([C:19]([C:21]([F:24])([F:23])[F:22])=[CH2:20])=[CH:16][CH:17]=2)[C:12]([C:25]2[N:30]=[C:29]([O:31][C@H:32]3[CH2:39][N:38]([C:40]([O:42][C:43]([CH3:46])([CH3:45])[CH3:44])=[O:41])[CH2:37][CH2:36][C:33]43[CH2:35][CH2:34]4)[CH:28]=[N:27][CH:26]=2)=[N:11]1.CC(O)=O. The catalyst is C(Cl)Cl.C([O-])(=O)C.[Pd+2].C([O-])(=O)C. The product is [O:4]1[CH2:9][CH2:8][CH2:7][CH2:6][CH:5]1[N:10]1[C:18]2[C:13](=[CH:14][C:15]([C:19]3([C:21]([F:24])([F:22])[F:23])[CH2:3][CH2:20]3)=[CH:16][CH:17]=2)[C:12]([C:25]2[N:30]=[C:29]([O:31][C@H:32]3[CH2:39][N:38]([C:40]([O:42][C:43]([CH3:46])([CH3:45])[CH3:44])=[O:41])[CH2:37][CH2:36][C:33]43[CH2:35][CH2:34]4)[CH:28]=[N:27][CH:26]=2)=[N:11]1. The yield is 0.590. (2) The reactants are [Br:1][C:2]1[C:10]2[C:5](=[CH:6][C:7]([N+:11]([O-])=O)=[CH:8][CH:9]=2)[N:4]([S:14]([C:17]2[CH:22]=[CH:21][CH:20]=[CH:19][CH:18]=2)(=[O:16])=[O:15])[CH:3]=1.O.[Sn](Cl)Cl. The catalyst is C(O)C.O. The product is [Br:1][C:2]1[C:10]2[C:5](=[CH:6][C:7]([NH2:11])=[CH:8][CH:9]=2)[N:4]([S:14]([C:17]2[CH:22]=[CH:21][CH:20]=[CH:19][CH:18]=2)(=[O:16])=[O:15])[CH:3]=1. The yield is 0.910. (3) The reactants are [CH2:1]([O:8][C:9]1[CH:16]=[CH:15][C:14]([Cl:17])=[CH:13][C:10]=1[CH:11]=[O:12])[C:2]1[CH:7]=[CH:6][CH:5]=[CH:4][CH:3]=1.[CH:18]([C:20]([CH3:22])=[O:21])=[CH2:19].C(N(CC)CC)C. The catalyst is [Br-].C([N+]1C(C)=C(CCO)SC=1)C.C(O)C.CCOC(C)=O. The product is [Cl:17][C:14]1[CH:15]=[CH:16][C:9]([O:8][CH2:1][C:2]2[CH:3]=[CH:4][CH:5]=[CH:6][CH:7]=2)=[C:10]([C:11](=[O:12])[CH2:19][CH2:18][C:20](=[O:21])[CH3:22])[CH:13]=1. The yield is 0.810.